This data is from Catalyst prediction with 721,799 reactions and 888 catalyst types from USPTO. The task is: Predict which catalyst facilitates the given reaction. (1) Product: [NH2:22][C:21]1[C:3]2[C:2](=[N:7][C:6]([C:8]3[CH:9]=[C:10]([CH:17]=[CH:18][C:19]=3[CH3:20])[C:11]([NH:13][CH:14]3[CH2:15][CH2:16]3)=[O:23])=[CH:5][CH:4]=2)[NH:25][N:24]=1. Reactant: Cl[C:2]1[N:7]=[C:6]([C:8]2[CH:9]=[C:10]([CH:17]=[CH:18][C:19]=2[CH3:20])[C:11]([NH:13][CH:14]2[CH2:16][CH2:15]2)=O)[CH:5]=[CH:4][C:3]=1[C:21]#[N:22].[OH2:23].[NH2:24][NH2:25]. The catalyst class is: 8. (2) Reactant: [CH3:1][C:2]1[C:7]([N+:8]([O-])=O)=[CH:6][CH:5]=[CH:4][C:3]=1/[CH:11]=[CH:12]/[C:13]([O:15][CH3:16])=[O:14].[H][H]. Product: [NH2:8][C:7]1[C:2]([CH3:1])=[C:3]([CH2:11][CH2:12][C:13]([O:15][CH3:16])=[O:14])[CH:4]=[CH:5][CH:6]=1. The catalyst class is: 5. (3) Reactant: [NH2:1][C:2]1[CH:7]=[CH:6][N:5]([CH2:8][C:9]2[CH:14]=[CH:13][CH:12]=[C:11]([F:15])[CH:10]=2)[C:4](=[O:16])[C:3]=1[Br:17].C(N(CC)CC)C.[F:25][C:26]1[CH:34]=[CH:33][CH:32]=[C:31]([F:35])[C:27]=1[C:28](Cl)=[O:29].[OH-].[Na+]. Product: [Br:17][C:3]1[C:4](=[O:16])[N:5]([CH2:8][C:9]2[CH:14]=[CH:13][CH:12]=[C:11]([F:15])[CH:10]=2)[CH:6]=[CH:7][C:2]=1[NH:1][C:28](=[O:29])[C:27]1[C:26]([F:25])=[CH:34][CH:33]=[CH:32][C:31]=1[F:35]. The catalyst class is: 594. (4) Reactant: Cl.Cl.N[C@H:4]([CH2:22][C:23]1[CH:28]=[CH:27][C:26](F)=[CH:25][CH:24]=1)[C:5]([NH:7][C:8]1[CH:9]=[C:10]2[C:20](=[O:21])[NH:19][N:18]=[CH:17][C:12]3=[CH:13][NH:14][C:15]([CH:16]=1)=[C:11]23)=[O:6].C1(C2C[CH:37]2[C:39]([OH:41])=[O:40])C=CC=CC=1.[CH2:42]([N:44](CC)[CH2:45]C)[CH3:43].F[P-](F)(F)(F)(F)F.N1(OC(N(C)C)=[N+](C)C)C2N=CC=C[C:59]=2N=N1. Product: [C:39]([OH:41])(=[O:40])[CH3:37].[N:44]1([CH2:45][C:13]2[NH:14][C:15]3[CH:16]=[C:8]([NH:7][C:5]([C@@H:4]4[CH2:59][C@H:22]4[C:23]4[CH:28]=[CH:27][CH:26]=[CH:25][CH:24]=4)=[O:6])[CH:9]=[C:10]4[C:20](=[O:21])[NH:19][N:18]=[CH:17][C:12]=2[C:11]=34)[CH2:37][CH2:39][O:41][CH2:43][CH2:42]1. The catalyst class is: 12. (5) Reactant: [Cl:1][C:2]1[C:7]([O:8][CH2:9][O:10][CH3:11])=[CH:6][CH:5]=[C:4](I)[N:3]=1.[Li]CCCC.[C:18](=[O:20])=[O:19].[OH-].[Na+]. Product: [Cl:1][C:2]1[N:3]=[C:4]([C:18]([OH:20])=[O:19])[CH:5]=[CH:6][C:7]=1[O:8][CH2:9][O:10][CH3:11]. The catalyst class is: 11. (6) Reactant: Br[C:2]1[CH:3]=[C:4]([N:14]2[CH:18]=[C:17]([C:19]([O:21][CH2:22][CH3:23])=[O:20])[CH:16]=[N:15]2)[CH:5]=[N:6][C:7]=1[C:8]1[CH:13]=[CH:12][CH:11]=[CH:10][CH:9]=1.[Cu][C:25]#[N:26]. Product: [C:25]([C:2]1[CH:3]=[C:4]([N:14]2[CH:18]=[C:17]([C:19]([O:21][CH2:22][CH3:23])=[O:20])[CH:16]=[N:15]2)[CH:5]=[N:6][C:7]=1[C:8]1[CH:13]=[CH:12][CH:11]=[CH:10][CH:9]=1)#[N:26]. The catalyst class is: 9. (7) Reactant: [Cl:1][C:2]1[CH:3]=[C:4]([CH:24]=[CH:25][CH:26]=1)[CH2:5][NH:6][C:7]([C:9]1[O:10][CH:11]=[CH:12][C:13](=[O:23])[C:14]=1[O:15]CC1C=CC=CC=1)=[O:8].[Br:27]Br. Product: [Cl:1][C:2]1[CH:3]=[C:4]([CH:24]=[CH:25][CH:26]=1)[CH2:5][NH:6][C:7]([C:9]1[O:10][CH:11]=[C:12]([Br:27])[C:13](=[O:23])[C:14]=1[OH:15])=[O:8]. The catalyst class is: 22. (8) Reactant: [NH2:1][C:2]1[N:10]=[C:9]2[C:5]([N:6]=[CH:7][N:8]2[C@@H:11]2[O:26][C@H:25]([CH2:27][O:28][CH2:29][C:30]3[CH:35]=[CH:34][C:33]([Cl:36])=[CH:32][C:31]=3[Cl:37])[C@@H:14]([O:15][CH2:16][C:17]3[CH:22]=[CH:21][C:20]([Cl:23])=[CH:19][C:18]=3[Cl:24])[C@@:12]2([CH:38]=[CH2:39])[OH:13])=[C:4]([Cl:40])[N:3]=1.[C:41](Cl)(=[O:45])[CH:42]([CH3:44])[CH3:43]. Product: [C:41]([NH:1][C:2]1[N:10]=[C:9]2[C:5]([N:6]=[CH:7][N:8]2[C@@H:11]2[O:26][C@H:25]([CH2:27][O:28][CH2:29][C:30]3[CH:35]=[CH:34][C:33]([Cl:36])=[CH:32][C:31]=3[Cl:37])[C@@H:14]([O:15][CH2:16][C:17]3[CH:22]=[CH:21][C:20]([Cl:23])=[CH:19][C:18]=3[Cl:24])[C@@:12]2([CH:38]=[CH2:39])[OH:13])=[C:4]([Cl:40])[N:3]=1)(=[O:45])[CH:42]([CH3:44])[CH3:43]. The catalyst class is: 529. (9) The catalyst class is: 210. Reactant: [Br:1][C:2]1[C:3](Cl)=[N:4][C:5]([Cl:8])=[N:6][CH:7]=1.[CH3:10][C:11]([O:14][C:15]([NH:17][CH2:18][CH:19]1[CH2:24][CH2:23][NH:22][CH2:21][CH2:20]1)=[O:16])([CH3:13])[CH3:12].CCN(C(C)C)C(C)C.O. Product: [Br:1][C:2]1[C:3]([N:22]2[CH2:23][CH2:24][CH:19]([CH2:18][NH:17][C:15](=[O:16])[O:14][C:11]([CH3:12])([CH3:10])[CH3:13])[CH2:20][CH2:21]2)=[N:4][C:5]([Cl:8])=[N:6][CH:7]=1. (10) Reactant: [F:1][C:2]1[CH:7]=[C:6]([F:8])[CH:5]=[CH:4][C:3]=1[NH:9][C:10]1[N:15]=[CH:14][C:13]([C:16]([C:18]2[CH:23]=[C:22]([C:24]3[CH:29]=[CH:28][N:27]=[C:26](S(C)=O)[N:25]=3)[CH:21]=[CH:20][C:19]=2[O:33][CH3:34])=[O:17])=[CH:12][CH:11]=1.[NH:35]1[CH2:40][CH2:39][NH:38][CH2:37][CH2:36]1. Product: [F:1][C:2]1[CH:7]=[C:6]([F:8])[CH:5]=[CH:4][C:3]=1[NH:9][C:10]1[N:15]=[CH:14][C:13]([C:16]([C:18]2[CH:23]=[C:22]([C:24]3[CH:29]=[CH:28][N:27]=[C:26]([N:35]4[CH2:40][CH2:39][NH:38][CH2:37][CH2:36]4)[N:25]=3)[CH:21]=[CH:20][C:19]=2[O:33][CH3:34])=[O:17])=[CH:12][CH:11]=1. The catalyst class is: 247.